Task: Predict the reactants needed to synthesize the given product.. Dataset: Full USPTO retrosynthesis dataset with 1.9M reactions from patents (1976-2016) (1) Given the product [CH3:1][S:2]([C:5]1[CH:39]=[CH:38][C:8]([O:9][C:10]2[CH:11]=[C:12]3[C:16](=[C:17]([O:19][CH2:20][CH:21]4[CH2:26][CH2:25][O:24][CH2:23][CH2:22]4)[CH:18]=2)[NH:15][C:14]([C:27]2[S:28][CH:29]([CH2:32][CH2:33][OH:34])[CH2:30][N:31]=2)=[CH:13]3)=[CH:7][CH:6]=1)(=[O:4])=[O:3], predict the reactants needed to synthesize it. The reactants are: [CH3:1][S:2]([C:5]1[CH:39]=[CH:38][C:8]([O:9][C:10]2[CH:11]=[C:12]3[C:16](=[C:17]([O:19][CH2:20][CH:21]4[CH2:26][CH2:25][O:24][CH2:23][CH2:22]4)[CH:18]=2)[NH:15][C:14]([C:27]2[S:28][CH:29]([CH2:32][C:33](OCC)=[O:34])[CH2:30][N:31]=2)=[CH:13]3)=[CH:7][CH:6]=1)(=[O:4])=[O:3].[BH4-].[Li+].O. (2) Given the product [CH2:30]([S:27]([C:24]1[CH:23]=[CH:22][C:21]([CH2:19][C:10]2[CH:11]=[C:12]([C:15]([F:17])([F:16])[F:18])[CH:13]=[CH:14][C:9]=2[OH:8])=[CH:26][CH:25]=1)(=[O:28])=[O:29])[CH3:31], predict the reactants needed to synthesize it. The reactants are: C([O:8][C:9]1[CH:14]=[CH:13][C:12]([C:15]([F:18])([F:17])[F:16])=[CH:11][C:10]=1[CH:19]([C:21]1[CH:26]=[CH:25][C:24]([S:27]([CH2:30][CH3:31])(=[O:29])=[O:28])=[CH:23][CH:22]=1)O)C1C=CC=CC=1. (3) Given the product [F:6][C:7]1[C:12]([F:13])=[CH:11][C:10]([N+:39]([O-:41])=[O:40])=[CH:9][C:8]=1[C@:14]1([CH2:37][F:38])[C@H:20]2[C@H:18]([CH2:19]2)[S:17][C:16]([NH2:21])=[N:15]1, predict the reactants needed to synthesize it. The reactants are: S(=O)(=O)(O)O.[F:6][C:7]1[C:12]([F:13])=[CH:11][CH:10]=[CH:9][C:8]=1[C@:14]1([CH2:37][F:38])[C@H:20]2[C@H:18]([CH2:19]2)[S:17][C:16]([N:21](COCC[Si](C)(C)C)C(=O)OC(C)(C)C)=[N:15]1.[N+:39]([O-])([O-:41])=[O:40].[Na+].[O-]P([O-])([O-])=O.[K+].[K+].[K+].[OH-].[Na+]. (4) The reactants are: Cl[C:2]([O:4][C:5]1[CH:10]=[CH:9][CH:8]=[CH:7][CH:6]=1)=[O:3].[CH:11]([O:14][C:15]1[CH:21]=[CH:20][C:18]([NH2:19])=[CH:17][CH:16]=1)([CH3:13])[CH3:12].C(#N)C.C(N(CC)CC)C. Given the product [CH:11]([O:14][C:15]1[CH:21]=[CH:20][C:18]([NH:19][C:2](=[O:3])[O:4][C:5]2[CH:10]=[CH:9][CH:8]=[CH:7][CH:6]=2)=[CH:17][CH:16]=1)([CH3:13])[CH3:12], predict the reactants needed to synthesize it. (5) Given the product [Cl:16][C:15]1[CH:14]=[CH:13][C:10]([CH2:22][CH2:24][C:25]([OH:27])=[O:26])=[CH:9][C:8]=1[CH2:7][OH:6], predict the reactants needed to synthesize it. The reactants are: C([SiH2][O:6][C:7](C)(C)[C:8]1[CH:9]=[C:10]([CH:13]=[CH:14][C:15]=1[Cl:16])C=O)(C)(C)C.CC1(C)[O:27][C:25](=[O:26])[CH2:24][C:22](=O)O1.C(N(CC)CC)C.C(O)=O. (6) Given the product [OH:15][C:11]1[CH:10]=[C:9]2[C:14](=[CH:13][CH:12]=1)[C:5]1[C:6](=[C:17]3[C:2](=[CH:3][CH:4]=1)[NH:1][C:5]([CH3:14])([CH3:6])[CH:4]=[C:3]3[CH3:2])[C:7](=[O:16])[O:8]2, predict the reactants needed to synthesize it. The reactants are: [NH2:1][C:2]1[CH:3]=[CH:4][C:5]2[C:14]3[C:9](=[CH:10][C:11]([OH:15])=[CH:12][CH:13]=3)[O:8][C:7](=[O:16])[C:6]=2[CH:17]=1.II. (7) Given the product [Cl:1][C:2]1[CH:3]=[CH:4][C:5]2[N:11]3[CH:12]=[CH:13][CH:14]=[C:10]3[C@H:9]([CH2:15][C:16]([NH:18][C:19]3[CH:20]=[C:21]([CH:26]=[CH:27][CH:28]=3)[C:22]([OH:24])=[O:23])=[O:17])[O:8][C@@H:7]([C:29]3[CH:34]=[CH:33][CH:32]=[C:31]([O:35][CH3:36])[C:30]=3[O:37][CH3:38])[C:6]=2[CH:39]=1, predict the reactants needed to synthesize it. The reactants are: [Cl:1][C:2]1[CH:3]=[CH:4][C:5]2[N:11]3[CH:12]=[CH:13][CH:14]=[C:10]3[C@H:9]([CH2:15][C:16]([NH:18][C:19]3[CH:20]=[C:21]([CH:26]=[CH:27][CH:28]=3)[C:22]([O:24]C)=[O:23])=[O:17])[O:8][C@@H:7]([C:29]3[CH:34]=[CH:33][CH:32]=[C:31]([O:35][CH3:36])[C:30]=3[O:37][CH3:38])[C:6]=2[CH:39]=1.C(=O)([O-])[O-].[K+].[K+].Cl.C(OCC)(=O)C. (8) Given the product [Cl:14][C:15]1[CH:16]=[C:17]([C:22]([OH:27])([C:23]([F:24])([F:25])[F:26])[CH2:2][C:1]([C:4]2[CH:12]=[CH:11][C:7]([C:8]([NH2:10])=[O:9])=[C:6]([CH3:13])[CH:5]=2)=[O:3])[CH:18]=[C:19]([Cl:21])[CH:20]=1, predict the reactants needed to synthesize it. The reactants are: [C:1]([C:4]1[CH:12]=[CH:11][C:7]([C:8]([NH2:10])=[O:9])=[C:6]([CH3:13])[CH:5]=1)(=[O:3])[CH3:2].[Cl:14][C:15]1[CH:16]=[C:17]([C:22](=[O:27])[C:23]([F:26])([F:25])[F:24])[CH:18]=[C:19]([Cl:21])[CH:20]=1.C(N(CCCC)CCCC)CCC. (9) Given the product [ClH:35].[F:1][C:2]1[CH:10]=[CH:9][C:8]2[C:4](=[C:5]3[NH:14][C:13](=[O:15])[CH:12]=[C:11]([CH:16]4[CH2:21][CH2:20][NH:19][CH2:18][CH2:17]4)[N:6]3[N:7]=2)[C:3]=1[C:29]1[CH:34]=[CH:33][CH:32]=[CH:31][CH:30]=1, predict the reactants needed to synthesize it. The reactants are: [F:1][C:2]1[CH:10]=[CH:9][C:8]2[C:4](=[C:5]3[NH:14][C:13](=[O:15])[CH:12]=[C:11]([CH:16]4[CH2:21][CH2:20][N:19](C(OC(C)(C)C)=O)[CH2:18][CH2:17]4)[N:6]3[N:7]=2)[C:3]=1[C:29]1[CH:34]=[CH:33][CH:32]=[CH:31][CH:30]=1.[ClH:35].